From a dataset of Catalyst prediction with 721,799 reactions and 888 catalyst types from USPTO. Predict which catalyst facilitates the given reaction. Reactant: [CH:1]1([CH2:4][O:5][C:6]2[CH:30]=[CH:29][C:9]3[C:10]([CH2:13][CH2:14][CH:15]4[CH2:20][CH2:19][N:18]([CH2:21][C:22]5[S:26][C:25]([C:27]#[N:28])=[CH:24][CH:23]=5)[CH2:17][CH2:16]4)=[N:11][O:12][C:8]=3[C:7]=2[CH2:31]O)[CH2:3][CH2:2]1.C1(P(C2C=CC=CC=2)C2C=CC=CC=2)C=CC=CC=1.[N-:52]=[N+:53]=[N-:54].[Na+].C(Br)(Br)(Br)Br. Product: [N:52]([CH2:31][C:7]1[C:8]2[O:12][N:11]=[C:10]([CH2:13][CH2:14][CH:15]3[CH2:20][CH2:19][N:18]([CH2:21][C:22]4[S:26][C:25]([C:27]#[N:28])=[CH:24][CH:23]=4)[CH2:17][CH2:16]3)[C:9]=2[CH:29]=[CH:30][C:6]=1[O:5][CH2:4][CH:1]1[CH2:2][CH2:3]1)=[N+:53]=[N-:54]. The catalyst class is: 42.